Dataset: Reaction yield outcomes from USPTO patents with 853,638 reactions. Task: Predict the reaction yield, written as a fraction of the theoretical maximum amount of product (1.0 means a 100% yield; for example, 0.34 means a 34% yield). The reactants are [N:1]1([C:11]([O:13][C:14]([CH3:17])([CH3:16])[CH3:15])=[O:12])[CH2:6][CH2:5][CH:4]([C:7]([O:9][CH3:10])=[O:8])[CH2:3][CH2:2]1.[Cl:18][C:19]1[C:24](Cl)=[N:23][CH:22]=[CH:21][N:20]=1.[Li+].C[Si]([N-][Si](C)(C)C)(C)C.O. The catalyst is C1COCC1. The product is [Cl:18][C:19]1[C:24]([C:4]2([C:7]([O:9][CH3:10])=[O:8])[CH2:3][CH2:2][N:1]([C:11]([O:13][C:14]([CH3:17])([CH3:16])[CH3:15])=[O:12])[CH2:6][CH2:5]2)=[N:23][CH:22]=[CH:21][N:20]=1. The yield is 0.950.